This data is from Reaction yield outcomes from USPTO patents with 853,638 reactions. The task is: Predict the reaction yield, written as a fraction of the theoretical maximum amount of product (1.0 means a 100% yield; for example, 0.34 means a 34% yield). (1) The reactants are [CH2:1]([C:3]1[NH:4][C:5](=[O:27])[C:6]([CH2:12][C:13]2[CH:18]=[CH:17][C:16]([C:19]3[C:20]([C:25]#[N:26])=[CH:21][CH:22]=[CH:23][CH:24]=3)=[CH:15][CH:14]=2)=[C:7]([CH2:9][CH2:10][CH3:11])[N:8]=1)[CH3:2].[O:28]1[C:32]2[CH:33]=[CH:34][C:35](B(O)O)=[CH:36][C:31]=2[CH2:30][CH2:29]1.N1C=CC=CC=1.C(N(CC)CC)C. The catalyst is C(OCC)(=O)C.C([O-])(=O)C.[Cu+2].C([O-])(=O)C.ClCCl. The product is [O:28]1[C:32]2[CH:33]=[CH:34][C:35]([N:4]3[C:5](=[O:27])[C:6]([CH2:12][C:13]4[CH:18]=[CH:17][C:16]([C:19]5[C:20]([C:25]#[N:26])=[CH:21][CH:22]=[CH:23][CH:24]=5)=[CH:15][CH:14]=4)=[C:7]([CH2:9][CH2:10][CH3:11])[N:8]=[C:3]3[CH2:1][CH3:2])=[CH:36][C:31]=2[CH2:30][CH2:29]1. The yield is 1.00. (2) The reactants are [CH:1]1([NH:6][C:7]2[N:12]3[N:13]=[C:14]([C:28]4[CH:29]=[C:30]([OH:34])[CH:31]=[CH:32][CH:33]=4)[C:15]([C:16]4[CH:21]=[CH:20][N:19]=[C:18]([NH:22][CH:23]5[CH2:27][CH2:26][CH2:25][CH2:24]5)[N:17]=4)=[C:11]3[CH:10]=[CH:9][CH:8]=2)[CH2:5][CH2:4][CH2:3][CH2:2]1.C(=O)([O-])[O-].[Cs+].[Cs+].Br[CH2:42][CH:43]1[CH2:45][CH2:44]1.C(OCC)(=O)C. The catalyst is C(#N)C. The product is [CH:1]1([NH:6][C:7]2[N:12]3[N:13]=[C:14]([C:28]4[CH:33]=[CH:32][CH:31]=[C:30]([O:34][CH2:42][CH:43]5[CH2:45][CH2:44]5)[CH:29]=4)[C:15]([C:16]4[CH:21]=[CH:20][N:19]=[C:18]([NH:22][CH:23]5[CH2:24][CH2:25][CH2:26][CH2:27]5)[N:17]=4)=[C:11]3[CH:10]=[CH:9][CH:8]=2)[CH2:2][CH2:3][CH2:4][CH2:5]1. The yield is 0.710. (3) The reactants are Cl.[Cl:2][CH2:3][CH:4]([NH2:9])[CH2:5][CH:6]([CH3:8])[CH3:7].C(N(CC)CC)C.[CH2:17]([O:19][C:20]1[N:21]([CH2:32][C:33]2[CH:38]=[CH:37][C:36]([C:39]3[CH:44]=[CH:43][CH:42]=[CH:41][C:40]=3[C:45]3[NH:49][N:48]=[N:47][N:46]=3)=[CH:35][CH:34]=2)[C:22]2[C:28]([C:29](O)=[O:30])=[CH:27][CH:26]=[CH:25][C:23]=2[N:24]=1)[CH3:18].C1C=CC2N(O)N=NC=2C=1.CCN=C=NCCCN(C)C.Cl. The catalyst is C(Cl)Cl. The product is [Cl:2][CH2:3][CH:4]([NH:9][C:29]([C:28]1[C:22]2[N:21]([CH2:32][C:33]3[CH:38]=[CH:37][C:36]([C:39]4[CH:44]=[CH:43][CH:42]=[CH:41][C:40]=4[C:45]4[NH:49][N:48]=[N:47][N:46]=4)=[CH:35][CH:34]=3)[C:20]([O:19][CH2:17][CH3:18])=[N:24][C:23]=2[CH:25]=[CH:26][CH:27]=1)=[O:30])[CH2:5][CH:6]([CH3:8])[CH3:7]. The yield is 0.150. (4) The reactants are [CH3:1][O:2][C:3]1[C:11]2[CH2:10][CH2:9][CH2:8][C:7]=2[C:6](C=O)=[CH:5][C:4]=1[CH3:14].[OH:15]O. The catalyst is CO.S(=O)(=O)(O)O. The product is [CH3:1][O:2][C:3]1[C:11]2[CH2:10][CH2:9][CH2:8][C:7]=2[C:6]([OH:15])=[CH:5][C:4]=1[CH3:14]. The yield is 0.560.